From a dataset of Full USPTO retrosynthesis dataset with 1.9M reactions from patents (1976-2016). Predict the reactants needed to synthesize the given product. (1) Given the product [C:1]([O:5][C:6]([N:8]1[C:16]2[C:11](=[C:12]([CH2:18][N:39]3[C:40]4[CH:45]=[CH:44][CH:43]=[CH:42][C:41]=4[N:37]([CH:33]([CH2:32][C:31]([O:30][CH3:28])=[O:47])[CH2:34][CH2:35][CH3:36])[C:38]3=[O:46])[CH:13]=[C:14]([Br:17])[CH:15]=2)[CH:10]=[C:9]1[O:20][C:21]([O:23][C:24]([CH3:27])([CH3:26])[CH3:25])=[O:22])=[O:7])([CH3:3])([CH3:4])[CH3:2], predict the reactants needed to synthesize it. The reactants are: [C:1]([O:5][C:6]([N:8]1[C:16]2[C:11](=[C:12]([CH2:18]O)[CH:13]=[C:14]([Br:17])[CH:15]=2)[CH:10]=[C:9]1[O:20][C:21]([O:23][C:24]([CH3:27])([CH3:26])[CH3:25])=[O:22])=[O:7])([CH3:4])([CH3:3])[CH3:2].[CH2:28]([O:30][C:31](=[O:47])[CH2:32][CH:33]([N:37]1[C:41]2[CH:42]=[CH:43][CH:44]=[CH:45][C:40]=2[NH:39][C:38]1=[O:46])[CH2:34][CH2:35][CH3:36])C.C1(P(C2C=CC=CC=2)C2C=CC=CC=2)C=CC=CC=1.N(C(OC(C)C)=O)=NC(OC(C)C)=O. (2) Given the product [CH3:36][N:18]([C:16]([O:15][CH2:14][CH:12]1[C:13]2[CH:1]=[CH:2][CH:3]=[CH:4][C:5]=2[C:6]2[C:11]1=[CH:10][CH:9]=[CH:8][CH:7]=2)=[O:17])[N:19]([CH3:20])[CH2:21][C:22]1[N:23]([CH2:31][CH2:32][C:33](=[O:35])[O:34][C:43]2[C:42]([F:45])=[C:41]([F:46])[C:40]([F:47])=[C:39]([F:48])[C:38]=2[F:37])[C:24]2[C:29]([CH:30]=1)=[CH:28][CH:27]=[CH:26][CH:25]=2, predict the reactants needed to synthesize it. The reactants are: [CH:1]1[C:13]2[CH:12]([CH2:14][O:15][C:16]([N:18]([CH3:36])[N:19]([CH2:21][C:22]3[N:23]([CH2:31][CH2:32][C:33]([OH:35])=[O:34])[C:24]4[C:29]([CH:30]=3)=[CH:28][CH:27]=[CH:26][CH:25]=4)[CH3:20])=[O:17])[C:11]3[C:6](=[CH:7][CH:8]=[CH:9][CH:10]=3)[C:5]=2[CH:4]=[CH:3][CH:2]=1.[F:37][C:38]1[C:43](O)=[C:42]([F:45])[C:41]([F:46])=[C:40]([F:47])[C:39]=1[F:48].C1CCC(N=C=NC2CCCCC2)CC1. (3) Given the product [Si:1]([O:18][C@@H:19]1[CH2:35][C:34]2[C@@:22]([CH3:38])([CH:23]3[CH:31]([CH2:32][CH:33]=2)[CH:30]2[C@@:26]([CH3:37])([C@@H:27]([OH:36])[CH2:28][CH2:29]2)[CH2:25][CH2:24]3)[CH2:21][CH2:20]1)([C:14]([CH3:17])([CH3:16])[CH3:15])([C:8]1[CH:9]=[CH:10][CH:11]=[CH:12][CH:13]=1)[C:2]1[CH:3]=[CH:4][CH:5]=[CH:6][CH:7]=1, predict the reactants needed to synthesize it. The reactants are: [Si:1]([O:18][C@@H:19]1[CH2:35][C:34]2[C@@:22]([CH3:38])([CH:23]3[CH:31]([CH2:32][CH:33]=2)[CH:30]2[C@@:26]([CH3:37])([C:27](=[O:36])[CH2:28][CH2:29]2)[CH2:25][CH2:24]3)[CH2:21][CH2:20]1)([C:14]([CH3:17])([CH3:16])[CH3:15])([C:8]1[CH:13]=[CH:12][CH:11]=[CH:10][CH:9]=1)[C:2]1[CH:7]=[CH:6][CH:5]=[CH:4][CH:3]=1.C1COCC1.[BH4-].[Na+].